This data is from Full USPTO retrosynthesis dataset with 1.9M reactions from patents (1976-2016). The task is: Predict the reactants needed to synthesize the given product. (1) Given the product [CH3:1][O:2][C:3]1[CH:8]=[CH:7][C:6]([CH3:9])=[CH:5][C:4]=1[NH:10][C:11]([NH:13][C:14]1[CH:19]=[CH:18][C:17]([N:20]2[CH2:21][CH2:22][N:23]([C:27]3[N:32]=[CH:31][CH:30]=[CH:29][N:28]=3)[CH2:24][CH2:25]2)=[CH:16][CH:15]=1)=[O:12], predict the reactants needed to synthesize it. The reactants are: [CH3:1][O:2][C:3]1[CH:8]=[CH:7][C:6]([CH3:9])=[CH:5][C:4]=1[NH:10][C:11]([NH:13][C:14]1[CH:19]=[CH:18][C:17]([N:20]2[CH2:25][CH2:24][NH:23][CH2:22][CH2:21]2)=[CH:16][CH:15]=1)=[O:12].Cl[C:27]1[N:32]=[CH:31][CH:30]=[CH:29][N:28]=1. (2) Given the product [C:29]([C:26]1[CH:25]=[CH:24][C:23]([C:20]2[NH:19][C:18]3[CH:17]=[CH:16][CH:15]=[C:14]([N:11]4[CH2:10][CH2:9][N:8]([CH2:7][C:6]5[CH:5]=[C:4]([NH2:1])[C:35]([NH2:36])=[CH:34][CH:33]=5)[CH2:13][CH2:12]4)[C:22]=3[N:21]=2)=[CH:28][CH:27]=1)([CH3:32])([CH3:30])[CH3:31], predict the reactants needed to synthesize it. The reactants are: [N:1]([C:4]1[CH:5]=[C:6]([CH:33]=[CH:34][C:35]=1[N+:36]([O-])=O)[CH2:7][N:8]1[CH2:13][CH2:12][N:11]([C:14]2[C:22]3[N:21]=[C:20]([C:23]4[CH:28]=[CH:27][C:26]([C:29]([CH3:32])([CH3:31])[CH3:30])=[CH:25][CH:24]=4)[NH:19][C:18]=3[CH:17]=[CH:16][CH:15]=2)[CH2:10][CH2:9]1)=[N+]=[N-].[H][H]. (3) Given the product [CH2:21]([O:20][C:18](=[O:19])[C@H:17]([CH3:23])[NH:11][C:10]1[CH:12]=[CH:13][C:7]([O:6][C:5]2[CH:14]=[CH:15][C:2]([F:1])=[CH:3][CH:4]=2)=[CH:8][CH:9]=1)[CH3:22], predict the reactants needed to synthesize it. The reactants are: [F:1][C:2]1[CH:15]=[CH:14][C:5]([O:6][C:7]2[CH:13]=[CH:12][C:10]([NH2:11])=[CH:9][CH:8]=2)=[CH:4][CH:3]=1.Br[CH:17]([CH3:23])[C:18]([O:20][CH2:21][CH3:22])=[O:19].C([O-])(=O)C.[Na+]. (4) Given the product [CH2:4]([O:11][C:12]([N:14]1[CH2:15][C@@H:16]([O:17][CH3:18])[C@H:3]([OH:1])[CH2:19]1)=[O:13])[C:5]1[CH:10]=[CH:9][CH:8]=[CH:7][CH:6]=1, predict the reactants needed to synthesize it. The reactants are: [O:1]([CH3:3])[Li].[CH2:4]([O:11][C:12]([N:14]1[CH2:19][CH:18]2[CH:16]([O:17]2)[CH2:15]1)=[O:13])[C:5]1[CH:10]=[CH:9][CH:8]=[CH:7][CH:6]=1.CC(O)=O. (5) Given the product [CH3:1][O:2][C:3]1[C:4](=[O:27])[C:5]([C:6]([O:8][CH3:9])=[O:7])=[N:10][N:11]([C:12]2[C:25]([F:26])=[CH:24][C:15]3[O:16][C:17]([F:23])([F:22])[C:18]([F:21])([F:20])[O:19][C:14]=3[CH:13]=2)[CH:28]=1, predict the reactants needed to synthesize it. The reactants are: [CH3:1][O:2][CH2:3][C:4](=[O:27])[C:5](=[N:10][NH:11][C:12]1[C:25]([F:26])=[CH:24][C:15]2[O:16][C:17]([F:23])([F:22])[C:18]([F:21])([F:20])[O:19][C:14]=2[CH:13]=1)[C:6]([O:8][CH3:9])=[O:7].[CH3:28]OC(OC)N(C)C. (6) Given the product [CH3:19][NH:2][C:3]1[CH:4]=[C:5]2[CH2:11][C:10]3([CH:16]4[CH2:15][CH2:14][N:13]([CH2:18][CH2:17]4)[CH2:12]3)[O:9][C:6]2=[N:7][CH:8]=1, predict the reactants needed to synthesize it. The reactants are: [Na].[NH2:2][C:3]1[CH:4]=[C:5]2[CH2:11][C:10]3([CH:16]4[CH2:17][CH2:18][N:13]([CH2:14][CH2:15]4)[CH2:12]3)[O:9][C:6]2=[N:7][CH:8]=1.[CH2:19]=O.[BH4-].[Na+].[OH-].[K+].